This data is from NCI-60 drug combinations with 297,098 pairs across 59 cell lines. The task is: Regression. Given two drug SMILES strings and cell line genomic features, predict the synergy score measuring deviation from expected non-interaction effect. (1) Drug 1: CC1CCC2CC(C(=CC=CC=CC(CC(C(=O)C(C(C(=CC(C(=O)CC(OC(=O)C3CCCCN3C(=O)C(=O)C1(O2)O)C(C)CC4CCC(C(C4)OC)OCCO)C)C)O)OC)C)C)C)OC. Drug 2: C1=NC2=C(N1)C(=S)N=CN2. Cell line: MOLT-4. Synergy scores: CSS=70.3, Synergy_ZIP=-5.59, Synergy_Bliss=-4.23, Synergy_Loewe=-1.71, Synergy_HSA=-1.18. (2) Drug 1: C1C(C(OC1N2C=C(C(=O)NC2=O)F)CO)O. Drug 2: CCC(=C(C1=CC=CC=C1)C2=CC=C(C=C2)OCCN(C)C)C3=CC=CC=C3.C(C(=O)O)C(CC(=O)O)(C(=O)O)O. Cell line: CCRF-CEM. Synergy scores: CSS=59.6, Synergy_ZIP=8.32, Synergy_Bliss=8.07, Synergy_Loewe=-35.7, Synergy_HSA=11.2. (3) Drug 1: C1CC(C1)(C(=O)O)C(=O)O.[NH2-].[NH2-].[Pt+2]. Drug 2: CC1=C(C=C(C=C1)C(=O)NC2=CC(=CC(=C2)C(F)(F)F)N3C=C(N=C3)C)NC4=NC=CC(=N4)C5=CN=CC=C5. Cell line: HS 578T. Synergy scores: CSS=-0.930, Synergy_ZIP=1.23, Synergy_Bliss=0.602, Synergy_Loewe=-38.9, Synergy_HSA=-4.22. (4) Drug 1: C1=CC(=C2C(=C1NCCNCCO)C(=O)C3=C(C=CC(=C3C2=O)O)O)NCCNCCO. Drug 2: COC1=C2C(=CC3=C1OC=C3)C=CC(=O)O2. Cell line: SK-MEL-2. Synergy scores: CSS=45.8, Synergy_ZIP=2.20, Synergy_Bliss=2.60, Synergy_Loewe=-39.9, Synergy_HSA=2.32. (5) Drug 1: CC(CN1CC(=O)NC(=O)C1)N2CC(=O)NC(=O)C2. Cell line: BT-549. Drug 2: CCC(=C(C1=CC=CC=C1)C2=CC=C(C=C2)OCCN(C)C)C3=CC=CC=C3.C(C(=O)O)C(CC(=O)O)(C(=O)O)O. Synergy scores: CSS=4.49, Synergy_ZIP=-1.61, Synergy_Bliss=2.36, Synergy_Loewe=2.07, Synergy_HSA=2.23. (6) Drug 1: C1CC(=O)NC(=O)C1N2C(=O)C3=CC=CC=C3C2=O. Drug 2: COC1=C2C(=CC3=C1OC=C3)C=CC(=O)O2. Cell line: HOP-62. Synergy scores: CSS=-2.46, Synergy_ZIP=1.18, Synergy_Bliss=2.89, Synergy_Loewe=-5.09, Synergy_HSA=-3.85. (7) Synergy scores: CSS=1.83, Synergy_ZIP=-1.96, Synergy_Bliss=-2.79, Synergy_Loewe=-2.15, Synergy_HSA=-1.98. Drug 2: C#CCC(CC1=CN=C2C(=N1)C(=NC(=N2)N)N)C3=CC=C(C=C3)C(=O)NC(CCC(=O)O)C(=O)O. Cell line: SN12C. Drug 1: CN1C2=C(C=C(C=C2)N(CCCl)CCCl)N=C1CCCC(=O)O.Cl. (8) Drug 1: COC1=C(C=C2C(=C1)N=CN=C2NC3=CC(=C(C=C3)F)Cl)OCCCN4CCOCC4. Drug 2: CN1C2=C(C=C(C=C2)N(CCCl)CCCl)N=C1CCCC(=O)O.Cl. Cell line: HS 578T. Synergy scores: CSS=16.9, Synergy_ZIP=-7.53, Synergy_Bliss=-2.65, Synergy_Loewe=-3.43, Synergy_HSA=-1.10. (9) Drug 1: C1=C(C(=O)NC(=O)N1)N(CCCl)CCCl. Drug 2: CCN(CC)CCNC(=O)C1=C(NC(=C1C)C=C2C3=C(C=CC(=C3)F)NC2=O)C. Cell line: HCC-2998. Synergy scores: CSS=3.38, Synergy_ZIP=-2.95, Synergy_Bliss=1.54, Synergy_Loewe=-0.162, Synergy_HSA=0.00371. (10) Synergy scores: CSS=19.6, Synergy_ZIP=-9.98, Synergy_Bliss=-2.02, Synergy_Loewe=-5.89, Synergy_HSA=-2.66. Cell line: TK-10. Drug 2: CCC1=C2CN3C(=CC4=C(C3=O)COC(=O)C4(CC)O)C2=NC5=C1C=C(C=C5)O. Drug 1: C1C(C(OC1N2C=NC3=C(N=C(N=C32)Cl)N)CO)O.